Predict the reaction yield, written as a fraction of the theoretical maximum amount of product (1.0 means a 100% yield; for example, 0.34 means a 34% yield). From a dataset of Reaction yield outcomes from USPTO patents with 853,638 reactions. (1) The reactants are [C:1]([O:5][C:6]([N:8]1[CH2:25][C@@H:24]([CH3:26])[N:11]2[C:12]3[CH:13]=[C:14]([C:20]([F:23])([F:22])[F:21])[C:15](Br)=[CH:16][C:17]=3[CH2:18][C@@H:10]2[CH2:9]1)=[O:7])([CH3:4])([CH3:3])[CH3:2].[CH3:27]I.C[Li].O. The catalyst is C(OC)(C)(C)C.C(OCC)C. The product is [C:1]([O:5][C:6]([N:8]1[CH2:25][C@@H:24]([CH3:26])[N:11]2[C:12]3[CH:13]=[C:14]([C:20]([F:23])([F:22])[F:21])[C:15]([CH3:27])=[CH:16][C:17]=3[CH2:18][C@@H:10]2[CH2:9]1)=[O:7])([CH3:4])([CH3:3])[CH3:2]. The yield is 0.630. (2) The reactants are [Br:1]N1C(C)(C)C(=O)N(Br)C1=O.[CH3:12][C:13]1[C:21]([N+:22]([O-:24])=[O:23])=[CH:20][CH:19]=[CH:18][C:14]=1[C:15]([OH:17])=[O:16]. The catalyst is OS(O)(=O)=O. The product is [Br:1][C:19]1[CH:20]=[C:21]([N+:22]([O-:24])=[O:23])[C:13]([CH3:12])=[C:14]([CH:18]=1)[C:15]([OH:17])=[O:16]. The yield is 0.982.